Predict the reactants needed to synthesize the given product. From a dataset of Full USPTO retrosynthesis dataset with 1.9M reactions from patents (1976-2016). (1) The reactants are: C(OC([N:8]1[CH2:13][CH2:12][N:11]([C:14]2[CH:15]=[C:16]([CH:20]=[CH:21][CH:22]=2)[C:17]([OH:19])=O)[CH2:10][CH2:9]1)=O)(C)(C)C.[NH2:23][C:24]1[N:28](C(OC(C)(C)C)=O)[N:27]=[C:26]([O:36][CH2:37][C:38]2[CH:43]=[C:42]([O:44][CH3:45])[CH:41]=[C:40]([O:46][CH3:47])[CH:39]=2)[CH:25]=1.N1C=CC=CC=1.Cl. Given the product [CH3:45][O:44][C:42]1[CH:43]=[C:38]([CH2:37][O:36][C:26]2[NH:27][N:28]=[C:24]([NH:23][C:17](=[O:19])[C:16]3[CH:20]=[CH:21][CH:22]=[C:14]([N:11]4[CH2:10][CH2:9][NH:8][CH2:13][CH2:12]4)[CH:15]=3)[CH:25]=2)[CH:39]=[C:40]([O:46][CH3:47])[CH:41]=1, predict the reactants needed to synthesize it. (2) Given the product [ClH:27].[CH:1]([C:3]1[CH:4]=[C:5]([CH:24]=[CH:25][CH:26]=1)[CH2:6][O:7][C@H:8]1[CH2:12][NH:11][C@H:10]([C:20]([O:22][CH3:23])=[O:21])[CH2:9]1)=[CH2:2], predict the reactants needed to synthesize it. The reactants are: [CH:1]([C:3]1[CH:4]=[C:5]([CH:24]=[CH:25][CH:26]=1)[CH2:6][O:7][C@H:8]1[CH2:12][N:11](C(OC(C)(C)C)=O)[C@H:10]([C:20]([O:22][CH3:23])=[O:21])[CH2:9]1)=[CH2:2].[ClH:27].O1CCOCC1. (3) The reactants are: [NH2:1][C:2]1[CH:3]=[C:4]([CH:32]=[CH:33][CH:34]=1)[CH2:5][N:6]1[CH:10]=[CH:9][C:8]([NH:11][C:12](=[O:31])[C@@H:13]([C:20]2[CH:25]=[CH:24][C:23]([S:26]([CH3:29])(=[O:28])=[O:27])=[C:22]([Cl:30])[CH:21]=2)[CH2:14][CH:15]2[CH2:19][CH2:18][CH2:17][CH2:16]2)=[N:7]1.CN1CC[O:39][CH2:38][CH2:37]1.C(Cl)(=O)C. Given the product [C:38]([NH:1][C:2]1[CH:3]=[C:4]([CH:32]=[CH:33][CH:34]=1)[CH2:5][N:6]1[CH:10]=[CH:9][C:8]([NH:11][C:12](=[O:31])[C@@H:13]([C:20]2[CH:25]=[CH:24][C:23]([S:26]([CH3:29])(=[O:28])=[O:27])=[C:22]([Cl:30])[CH:21]=2)[CH2:14][CH:15]2[CH2:19][CH2:18][CH2:17][CH2:16]2)=[N:7]1)(=[O:39])[CH3:37], predict the reactants needed to synthesize it. (4) Given the product [F:1][C@H:2]1[C@H:7]([C:8]2[CH:13]=[CH:12][C:11]([OH:14])=[CH:10][CH:9]=2)[CH2:6][CH2:5][N:4]([C@@H:29]2[CH2:33][CH2:32][N:31]([CH2:34][C:35]3[CH:40]=[CH:39][C:38]([CH3:41])=[CH:37][CH:36]=3)[C:30]2=[O:42])[CH2:3]1, predict the reactants needed to synthesize it. The reactants are: [F:1][C@H:2]1[C@H:7]([C:8]2[CH:13]=[CH:12][C:11]([OH:14])=[CH:10][CH:9]=2)[CH2:6][CH2:5][NH:4][CH2:3]1.CCN(C(C)C)C(C)C.CS(O[C@H:29]1[CH2:33][CH2:32][N:31]([CH2:34][C:35]2[CH:40]=[CH:39][C:38]([CH3:41])=[CH:37][CH:36]=2)[C:30]1=[O:42])(=O)=O. (5) Given the product [CH3:1][O:2][C:3]1[N:8]=[N:7][C:6]([NH:9][C:22]([N:24]2[CH2:25][CH:26]([O:28][C:29]3[CH:34]=[CH:33][C:32]([C:35]4[CH:40]=[CH:39][CH:38]=[CH:37][C:36]=4[F:41])=[CH:31][N:30]=3)[CH2:27]2)=[O:21])=[CH:5][CH:4]=1, predict the reactants needed to synthesize it. The reactants are: [CH3:1][O:2][C:3]1[N:8]=[N:7][C:6]([NH2:9])=[CH:5][CH:4]=1.[H-].[Na+].[N+](C1C=CC([O:21][C:22]([N:24]2[CH2:27][CH:26]([O:28][C:29]3[CH:34]=[CH:33][C:32]([C:35]4[CH:40]=[CH:39][CH:38]=[CH:37][C:36]=4[F:41])=[CH:31][N:30]=3)[CH2:25]2)=O)=CC=1)([O-])=O. (6) Given the product [CH2:27]([N:26]1[C:22]([C:17]2[CH:18]=[CH:19][CH:20]=[CH:21][C:16]=2[C:13]2[CH:14]=[CH:15][C:10]([CH2:9][NH:8][C:34]3[C:43]([N+:44]([O-:46])=[O:45])=[CH:42][CH:41]=[CH:40][C:35]=3[C:36]([O:38][CH3:39])=[O:37])=[CH:11][CH:12]=2)=[N:23][N:24]=[N:25]1)[C:28]1[CH:29]=[CH:30][CH:31]=[CH:32][CH:33]=1, predict the reactants needed to synthesize it. The reactants are: C(OC([N:8]([C:34]1[C:43]([N+:44]([O-:46])=[O:45])=[CH:42][CH:41]=[CH:40][C:35]=1[C:36]([O:38][CH3:39])=[O:37])[CH2:9][C:10]1[CH:15]=[CH:14][C:13]([C:16]2[CH:21]=[CH:20][CH:19]=[CH:18][C:17]=2[C:22]2[N:26]([CH2:27][C:28]3[CH:33]=[CH:32][CH:31]=[CH:30][CH:29]=3)[N:25]=[N:24][N:23]=2)=[CH:12][CH:11]=1)=O)(C)(C)C. (7) Given the product [CH3:25][O:26][C:27]1[CH:58]=[C:57]([O:59][CH3:60])[CH:56]=[CH:55][C:28]=1[CH2:29][NH:30][C:31]1[C:32]2[CH:39]=[CH:38][N:37]([C@H:40]3[C@@H:47]4[O:46][C:45]([CH3:48])([CH3:49])[O:44][C@@H:43]4[C@@H:42]([CH2:50][N:51]([CH:52]([CH3:54])[CH3:53])[CH2:17][CH2:16][CH2:18][N:10]4[C:11](=[O:12])[C:6]5[C:7](=[CH:13][CH:14]=[CH:15][CH:5]=5)[C:8]4=[O:9])[O:41]3)[C:33]=2[N:34]=[CH:35][N:36]=1, predict the reactants needed to synthesize it. The reactants are: BrCCC[C:5]1[CH:15]=[CH:14][CH:13]=[C:7]2[C:8]([NH:10][C:11](=[O:12])[C:6]=12)=[O:9].[CH:16](N(CC)C(C)C)([CH3:18])[CH3:17].[CH3:25][O:26][C:27]1[CH:58]=[C:57]([O:59][CH3:60])[CH:56]=[CH:55][C:28]=1[CH2:29][NH:30][C:31]1[C:32]2[CH:39]=[CH:38][N:37]([C@H:40]3[C@H:47]4[C@H:43]([O:44][C:45]([CH3:49])([CH3:48])[O:46]4)[C@@H:42]([CH2:50][NH:51][CH:52]([CH3:54])[CH3:53])[O:41]3)[C:33]=2[N:34]=[CH:35][N:36]=1.